Dataset: NCI-60 drug combinations with 297,098 pairs across 59 cell lines. Task: Regression. Given two drug SMILES strings and cell line genomic features, predict the synergy score measuring deviation from expected non-interaction effect. (1) Synergy scores: CSS=40.1, Synergy_ZIP=2.92, Synergy_Bliss=1.22, Synergy_Loewe=-36.3, Synergy_HSA=2.30. Cell line: SN12C. Drug 2: CCC1(C2=C(COC1=O)C(=O)N3CC4=CC5=C(C=CC(=C5CN(C)C)O)N=C4C3=C2)O.Cl. Drug 1: C(=O)(N)NO. (2) Drug 1: C1=NNC2=C1C(=O)NC=N2. Drug 2: C(CCl)NC(=O)N(CCCl)N=O. Cell line: CAKI-1. Synergy scores: CSS=8.59, Synergy_ZIP=-4.47, Synergy_Bliss=-6.10, Synergy_Loewe=0.372, Synergy_HSA=-2.90. (3) Synergy scores: CSS=-3.68, Synergy_ZIP=2.01, Synergy_Bliss=-0.174, Synergy_Loewe=-1.12, Synergy_HSA=-3.42. Drug 1: CN1C(=O)N2C=NC(=C2N=N1)C(=O)N. Cell line: PC-3. Drug 2: C1=CN(C=N1)CC(O)(P(=O)(O)O)P(=O)(O)O. (4) Drug 1: CC1=C(C=C(C=C1)NC(=O)C2=CC=C(C=C2)CN3CCN(CC3)C)NC4=NC=CC(=N4)C5=CN=CC=C5. Drug 2: CC1CCC2CC(C(=CC=CC=CC(CC(C(=O)C(C(C(=CC(C(=O)CC(OC(=O)C3CCCCN3C(=O)C(=O)C1(O2)O)C(C)CC4CCC(C(C4)OC)OCCO)C)C)O)OC)C)C)C)OC. Cell line: EKVX. Synergy scores: CSS=-6.82, Synergy_ZIP=2.62, Synergy_Bliss=-2.64, Synergy_Loewe=-4.72, Synergy_HSA=-7.31.